Regression. Given a peptide amino acid sequence and an MHC pseudo amino acid sequence, predict their binding affinity value. This is MHC class I binding data. From a dataset of Peptide-MHC class I binding affinity with 185,985 pairs from IEDB/IMGT. (1) The peptide sequence is FEDLRLLSFI. The MHC is HLA-B18:01 with pseudo-sequence HLA-B18:01. The binding affinity (normalized) is 0.246. (2) The peptide sequence is AMVEYVSAG. The MHC is HLA-A02:01 with pseudo-sequence HLA-A02:01. The binding affinity (normalized) is 0.253. (3) The peptide sequence is GRYIVYSSY. The MHC is HLA-A31:01 with pseudo-sequence HLA-A31:01. The binding affinity (normalized) is 0.0847. (4) The MHC is HLA-A31:01 with pseudo-sequence HLA-A31:01. The binding affinity (normalized) is 0.0251. The peptide sequence is AANTVIWDY. (5) The peptide sequence is YAVRITWY. The MHC is Mamu-B52 with pseudo-sequence Mamu-B52. The binding affinity (normalized) is 0.198. (6) The peptide sequence is RLMAEALKE. The MHC is Mamu-B08 with pseudo-sequence Mamu-B08. The binding affinity (normalized) is 0.0256. (7) The peptide sequence is NYFNRMFHF. The MHC is HLA-B07:02 with pseudo-sequence HLA-B07:02. The binding affinity (normalized) is 0.0847.